This data is from Reaction yield outcomes from USPTO patents with 853,638 reactions. The task is: Predict the reaction yield, written as a fraction of the theoretical maximum amount of product (1.0 means a 100% yield; for example, 0.34 means a 34% yield). (1) The product is [C:1]([O:5][C:6]([N:8]1[CH2:13][CH2:12][N:11]([C:14]2[C:19]([O:48][CH2:41][C:42]3[CH:47]=[CH:46][CH:45]=[CH:44][CH:43]=3)=[CH:18][N:17]=[CH:16][N:15]=2)[CH2:10][CH2:9]1)=[O:7])([CH3:4])([CH3:3])[CH3:2]. The reactants are [C:1]([O:5][C:6]([N:8]1[CH2:13][CH2:12][N:11]([C:14]2[C:19](I)=[CH:18][N:17]=[CH:16][N:15]=2)[CH2:10][CH2:9]1)=[O:7])([CH3:4])([CH3:3])[CH3:2].N1C2C(=CC=C3C=2N=CC=C3)C=CC=1.C([O-])([O-])=O.[Cs+].[Cs+].[CH2:41]([OH:48])[C:42]1[CH:47]=[CH:46][CH:45]=[CH:44][CH:43]=1. The yield is 0.860. The catalyst is [Cu]I.C1(C)C=CC=CC=1. (2) The reactants are C(O[C:6](=[O:28])[NH:7][C@@H:8]([CH2:21][C:22]1[CH:27]=[CH:26][CH:25]=[CH:24][CH:23]=1)[CH:9]([C:11](=[O:20])[NH:12][CH2:13][C:14]1[CH:19]=[CH:18][CH:17]=[CH:16][CH:15]=1)[OH:10])(C)(C)C.C(O)(C(F)(F)F)=O.[C:36]([O:40][C:41]([NH:43][C@@H:44]([CH3:59])[C:45]([NH:47][C@@H:48]([CH2:52][C:53]1[CH:58]=[CH:57][CH:56]=[CH:55][CH:54]=1)C(O)=O)=[O:46])=[O:42])([CH3:39])([CH3:38])[CH3:37].CN(C(ON1N=NC2C=CC=NC1=2)=[N+](C)C)C.F[P-](F)(F)(F)(F)F.C(N(CC)C(C)C)(C)C. The catalyst is ClCCl. The product is [C:36]([O:40][C:41](=[O:42])[NH:43][C@H:44]([C:45](=[O:46])[NH:47][C@H:48]([C:6](=[O:28])[NH:7][C@@H:8]([CH2:21][C:22]1[CH:23]=[CH:24][CH:25]=[CH:26][CH:27]=1)[CH:9]([C:11](=[O:20])[NH:12][CH2:13][C:14]1[CH:15]=[CH:16][CH:17]=[CH:18][CH:19]=1)[OH:10])[CH2:52][C:53]1[CH:54]=[CH:55][CH:56]=[CH:57][CH:58]=1)[CH3:59])([CH3:37])([CH3:38])[CH3:39]. The yield is 0.850. (3) The reactants are Br[C:2]1[CH:11]=[C:10]([F:12])[CH:9]=[CH:8][C:3]=1[C:4]([O:6][CH3:7])=[O:5].[C:13]([Cu])#[N:14]. The catalyst is CN(C=O)C. The product is [C:13]([C:2]1[CH:11]=[C:10]([F:12])[CH:9]=[CH:8][C:3]=1[C:4]([O:6][CH3:7])=[O:5])#[N:14]. The yield is 0.940. (4) The reactants are CC1(C)C(C)(C)OB([C:9]2[CH:10]=[C:11]3[C:15](=[CH:16][CH:17]=2)[N:14]([C:18]([O:20][C:21]([CH3:24])([CH3:23])[CH3:22])=[O:19])[CH:13]=[CH:12]3)O1.I[C:27]1[C:35]2[C:30](=[N:31][CH:32]=[N:33][C:34]=2[NH2:36])[N:29]([CH:37]([CH3:39])[CH3:38])[N:28]=1.C([O-])([O-])=O.[Na+].[Na+]. The catalyst is CCO.COCCOC.C1C=CC([P]([Pd]([P](C2C=CC=CC=2)(C2C=CC=CC=2)C2C=CC=CC=2)([P](C2C=CC=CC=2)(C2C=CC=CC=2)C2C=CC=CC=2)[P](C2C=CC=CC=2)(C2C=CC=CC=2)C2C=CC=CC=2)(C2C=CC=CC=2)C2C=CC=CC=2)=CC=1. The product is [NH2:36][C:34]1[N:33]=[CH:32][N:31]=[C:30]2[N:29]([CH:37]([CH3:39])[CH3:38])[N:28]=[C:27]([C:9]3[CH:10]=[C:11]4[C:15](=[CH:16][CH:17]=3)[N:14]([C:18]([O:20][C:21]([CH3:22])([CH3:23])[CH3:24])=[O:19])[CH:13]=[CH:12]4)[C:35]=12. The yield is 0.0900.